Dataset: Reaction yield outcomes from USPTO patents with 853,638 reactions. Task: Predict the reaction yield, written as a fraction of the theoretical maximum amount of product (1.0 means a 100% yield; for example, 0.34 means a 34% yield). (1) The reactants are [CH2:1]([C:3]1[NH:4][C:5](=[O:15])[CH:6]=[C:7]([C:9]2[CH:14]=[CH:13][CH:12]=[CH:11][CH:10]=2)[N:8]=1)[CH3:2].Br[CH2:17][CH2:18][O:19][C:20]1[CH:27]=[CH:26][C:23]([CH:24]=[O:25])=[CH:22][CH:21]=1.[Li+].[Br-].[H-].[Na+]. No catalyst specified. The product is [CH2:1]([C:3]1[N:4]([CH2:17][CH2:18][O:19][C:20]2[CH:27]=[CH:26][C:23]([CH:24]=[O:25])=[CH:22][CH:21]=2)[C:5](=[O:15])[CH:6]=[C:7]([C:9]2[CH:14]=[CH:13][CH:12]=[CH:11][CH:10]=2)[N:8]=1)[CH3:2]. The yield is 0.440. (2) The reactants are [CH3:1][O:2][C:3]1[CH:8]=[CH:7][C:6]([C:9](=O)[CH:10]([C:15]2[CH:20]=[CH:19][CH:18]=[CH:17][CH:16]=2)[CH2:11][C:12](O)=[O:13])=[CH:5][CH:4]=1.O.[NH2:23][NH2:24]. The catalyst is CCO. The product is [CH3:1][O:2][C:3]1[CH:8]=[CH:7][C:6]([C:9]2[CH:10]([C:15]3[CH:20]=[CH:19][CH:18]=[CH:17][CH:16]=3)[CH2:11][C:12](=[O:13])[NH:23][N:24]=2)=[CH:5][CH:4]=1. The yield is 0.990.